Dataset: NCI-60 drug combinations with 297,098 pairs across 59 cell lines. Task: Regression. Given two drug SMILES strings and cell line genomic features, predict the synergy score measuring deviation from expected non-interaction effect. Drug 1: CC1=C(C(CCC1)(C)C)C=CC(=CC=CC(=CC(=O)O)C)C. Drug 2: CC1=C2C(C(=O)C3(C(CC4C(C3C(C(C2(C)C)(CC1OC(=O)C(C(C5=CC=CC=C5)NC(=O)C6=CC=CC=C6)O)O)OC(=O)C7=CC=CC=C7)(CO4)OC(=O)C)O)C)OC(=O)C. Cell line: NCIH23. Synergy scores: CSS=67.4, Synergy_ZIP=10.1, Synergy_Bliss=8.48, Synergy_Loewe=-39.5, Synergy_HSA=10.1.